This data is from Full USPTO retrosynthesis dataset with 1.9M reactions from patents (1976-2016). The task is: Predict the reactants needed to synthesize the given product. (1) Given the product [C:21]([NH:25][C:26]([C:28]1[CH:32]=[C:31]([C:33]2[CH:38]=[CH:37][C:36]([CH2:39][NH:40][C:6]([NH:3][CH:4]3[CH2:5][CH2:9][O:11][CH2:12][CH2:13]3)=[O:48])=[CH:35][N:34]=2)[N:30]([C:41]2[CH:46]=[CH:45][CH:44]=[CH:43][CH:42]=2)[N:29]=1)=[O:27])([CH3:24])([CH3:22])[CH3:23], predict the reactants needed to synthesize it. The reactants are: C([N:3]([CH2:6]C)[CH2:4][CH3:5])C.Cl[C:9]([O:11][C:12]1C=CC([N+]([O-])=O)=C[CH:13]=1)=O.[C:21]([NH:25][C:26]([C:28]1[CH:32]=[C:31]([C:33]2[CH:38]=[CH:37][C:36]([CH2:39][NH2:40])=[CH:35][N:34]=2)[N:30]([C:41]2[CH:46]=[CH:45][CH:44]=[CH:43][CH:42]=2)[N:29]=1)=[O:27])([CH3:24])([CH3:23])[CH3:22].C[OH:48]. (2) Given the product [Br:20][CH2:29][C:26]1[CH:27]=[CH:28][C:23]([Cl:22])=[C:24]([F:31])[CH:25]=1, predict the reactants needed to synthesize it. The reactants are: C1(P(C2C=CC=CC=2)C2C=CC=CC=2)C=CC=CC=1.[Br:20]Br.[Cl:22][C:23]1[CH:28]=[CH:27][C:26]([CH2:29]O)=[CH:25][C:24]=1[F:31]. (3) Given the product [F:9][C:10]([F:18])([F:17])[C:11]1[C:12]([OH:13])=[N:7][C:2]2[C:1]([N:8]=1)=[CH:6][CH:5]=[CH:4][CH:3]=2, predict the reactants needed to synthesize it. The reactants are: [C:1]1([NH2:8])[C:2]([NH2:7])=[CH:3][CH:4]=[CH:5][CH:6]=1.[F:9][C:10]([F:18])([F:17])[C:11](=O)[C:12](OC)=[O:13].